Dataset: Forward reaction prediction with 1.9M reactions from USPTO patents (1976-2016). Task: Predict the product of the given reaction. (1) Given the reactants [Cl:1][C:2]1[C:3]([C:33]([C:36]#[N:37])([CH3:35])[CH3:34])=[CH:4][C:5]([O:30][CH2:31][CH3:32])=[C:6]([C:8]2[N:9]([C:27](Cl)=[O:28])[C@H:10]([C:20]3[CH:25]=[CH:24][C:23]([Cl:26])=[CH:22][CH:21]=3)[C@H:11]([C:13]3[CH:18]=[CH:17][C:16]([Cl:19])=[CH:15][CH:14]=3)[N:12]=2)[CH:7]=1.[CH3:38][O:39][N:40]([CH3:50])[C:41](=[O:49])[CH2:42][N:43]1[CH2:48][CH2:47][NH:46][CH2:45][CH2:44]1, predict the reaction product. The product is: [Cl:1][C:2]1[C:3]([C:33]([C:36]#[N:37])([CH3:34])[CH3:35])=[CH:4][C:5]([O:30][CH2:31][CH3:32])=[C:6]([C:8]2[N:9]([C:27]([N:46]3[CH2:45][CH2:44][N:43]([CH2:42][C:41]([N:40]([O:39][CH3:38])[CH3:50])=[O:49])[CH2:48][CH2:47]3)=[O:28])[C@H:10]([C:20]3[CH:25]=[CH:24][C:23]([Cl:26])=[CH:22][CH:21]=3)[C@H:11]([C:13]3[CH:18]=[CH:17][C:16]([Cl:19])=[CH:15][CH:14]=3)[N:12]=2)[CH:7]=1. (2) Given the reactants OO.C([OH:7])(C)(C)C.C=CCCCCCC.[O:16]([CH:18]([CH2:21][CH2:22][CH2:23][CH2:24][CH2:25][CH3:26])[CH2:19][OH:20])O, predict the reaction product. The product is: [O:20]([CH2:19][CH:18]([OH:16])[CH2:21][CH2:22][CH2:23][CH2:24][CH2:25][CH3:26])[OH:7]. (3) Given the reactants [NH2:1][C:2]1[C:7]([C:8]#[N:9])=[C:6]([C:10]2[CH:15]=[CH:14][C:13]([OH:16])=[CH:12][CH:11]=2)[C:5]([C:17]#[N:18])=[C:4]([S:19][CH2:20][CH2:21][NH2:22])[N:3]=1.[O-:23][C:24]#[N:25].[K+], predict the reaction product. The product is: [NH2:1][C:2]1[N:3]=[C:4]([S:19][CH2:20][CH2:21][NH:22][C:24]([NH2:25])=[O:23])[C:5]([C:17]#[N:18])=[C:6]([C:10]2[CH:11]=[CH:12][C:13]([OH:16])=[CH:14][CH:15]=2)[C:7]=1[C:8]#[N:9]. (4) Given the reactants COC(=O)[NH:4][C:5]1[O:6][C:7]2[C:13](I)=[CH:12][CH:11]=[C:10]([O:15][CH3:16])[C:8]=2[N:9]=1.[C:18]1([Sn](CCCC)(CCCC)CCCC)[CH:23]=[CH:22][CH:21]=[CH:20][CH:19]=1.C1([As](C2C=CC=CC=2)C2C=CC=CC=2)C=CC=CC=1, predict the reaction product. The product is: [CH3:16][O:15][C:10]1[C:8]2[N:9]=[C:5]([NH2:4])[O:6][C:7]=2[C:13]([C:18]2[CH:23]=[CH:22][CH:21]=[CH:20][CH:19]=2)=[CH:12][CH:11]=1. (5) Given the reactants [NH2:1][C@H:2]([CH:6]1[CH2:14][C:13]2[C:8](=[CH:9][CH:10]=[CH:11][CH:12]=2)[CH2:7]1)[C:3]([OH:5])=[O:4].C(N(CC)CC)C.[CH2:22]([O:29][C:30](ON1C(=O)CCC1=O)=[O:31])[C:23]1[CH:28]=[CH:27][CH:26]=[CH:25][CH:24]=1, predict the reaction product. The product is: [CH2:7]1[C:8]2[C:13](=[CH:12][CH:11]=[CH:10][CH:9]=2)[CH2:14][CH:6]1[C@@H:2]([NH:1][C:30]([O:29][CH2:22][C:23]1[CH:28]=[CH:27][CH:26]=[CH:25][CH:24]=1)=[O:31])[C:3]([OH:5])=[O:4]. (6) Given the reactants C([O:3][CH2:4][CH2:5][O:6][CH2:7][CH2:8][OH:9])C.[C:10]1([CH3:20])[CH:15]=[CH:14][C:13]([S:16](Cl)(=[O:18])=[O:17])=[CH:12][CH:11]=1, predict the reaction product. The product is: [CH2:5]([O:6][CH2:7][CH2:8][C:11]1[CH:12]=[C:13]([S:16]([O:9][CH2:8][CH2:7][O:6][CH2:5][CH2:4][O:3][S:16]([C:13]2[CH:14]=[CH:15][C:10]([CH3:20])=[CH:11][CH:12]=2)(=[O:18])=[O:17])(=[O:18])=[O:17])[CH:14]=[CH:15][C:10]=1[CH3:20])[CH3:4].